The task is: Regression/Classification. Given a drug SMILES string, predict its absorption, distribution, metabolism, or excretion properties. Task type varies by dataset: regression for continuous measurements (e.g., permeability, clearance, half-life) or binary classification for categorical outcomes (e.g., BBB penetration, CYP inhibition). Dataset: cyp2c19_veith.. This data is from CYP2C19 inhibition data for predicting drug metabolism from PubChem BioAssay. (1) The drug is O=C(Nc1ccc([N+](=O)[O-])cc1Cl)c1cc(Cl)ccc1O. The result is 0 (non-inhibitor). (2) The molecule is CN1CCN(c2ncc3nc(-c4cn(C)c5ccccc45)c(=O)n(Cc4cccs4)c3n2)CC1. The result is 0 (non-inhibitor). (3) The drug is CC[C@]1([C@H]2O[C@@H]([C@@H]3O[C@](O)(CO)[C@@H](C)C[C@H]3C)C[C@H]2C)CC[C@@H]([C@]2(C)CC[C@@]3(C[C@@H](O)[C@@H](C)[C@@H]([C@H](C)[C@H](OC)[C@H](C)C(=O)[O-])O3)O2)O1.[Na+]. The result is 0 (non-inhibitor). (4) The drug is O=C1C(C2=NC(C(=O)O)C3C(=O)N(c4ccc(Cl)cc4)C(=O)C23)=C(O)c2ccccc21. The result is 0 (non-inhibitor). (5) The compound is Cc1ccc(C(=O)N/N=C/c2cc(C)n(-c3ccc(Br)cc3)c2C)cc1[N+](=O)[O-]. The result is 0 (non-inhibitor).